From a dataset of HIV replication inhibition screening data with 41,000+ compounds from the AIDS Antiviral Screen. Binary Classification. Given a drug SMILES string, predict its activity (active/inactive) in a high-throughput screening assay against a specified biological target. (1) The molecule is Cc1ccc(C)n1-c1ccccc1C1SCCCS1. The result is 0 (inactive). (2) The compound is CCOc1ccc(O)cc1[P+](c1ccccc1)(c1ccccc1)c1ccccc1.[I-]. The result is 0 (inactive).